Regression. Given a peptide amino acid sequence and an MHC pseudo amino acid sequence, predict their binding affinity value. This is MHC class II binding data. From a dataset of Peptide-MHC class II binding affinity with 134,281 pairs from IEDB. The binding affinity (normalized) is 1.00. The peptide sequence is ILFLVKMNALRRLPV. The MHC is DRB1_0101 with pseudo-sequence DRB1_0101.